Dataset: Full USPTO retrosynthesis dataset with 1.9M reactions from patents (1976-2016). Task: Predict the reactants needed to synthesize the given product. (1) Given the product [Cl:48][C:49]1[N:50]=[CH:51][C:52]([CH2:55][NH:56][C:21]([C:10]2[CH:11]=[C:12]([C:14]3[CH:19]=[CH:18][C:17]([CH3:20])=[CH:16][CH:15]=3)[CH:13]=[C:8]([C:6]([N:5]([CH2:1][CH:2]([CH3:4])[CH3:3])[CH3:24])=[O:7])[CH:9]=2)=[O:22])=[CH:53][CH:54]=1, predict the reactants needed to synthesize it. The reactants are: [CH2:1]([N:5]([CH3:24])[C:6]([C:8]1[CH:9]=[C:10]([C:21](O)=[O:22])[CH:11]=[C:12]([C:14]2[CH:19]=[CH:18][C:17]([CH3:20])=[CH:16][CH:15]=2)[CH:13]=1)=[O:7])[CH:2]([CH3:4])[CH3:3].Cl.CN(C)CCCN=C=NCC.O.ON1C2C=CC=CC=2N=N1.[Cl:48][C:49]1[CH:54]=[CH:53][C:52]([CH2:55][NH2:56])=[CH:51][N:50]=1.C(N(CC)C(C)C)(C)C. (2) Given the product [N:1]1[CH:6]=[CH:5][CH:4]=[CH:3][C:2]=1[C:7]1[S:60][C:28]([C:33]2[CH:32]=[CH:31][CH:30]=[CH:29][N:34]=2)=[N:27][N:35]=1, predict the reactants needed to synthesize it. The reactants are: [N:1]1[CH:6]=[CH:5][CH:4]=[CH:3][C:2]=1[C:7](O)=O.CCN(C(C)C)C(C)C.CN(C(O[N:27]1[N:35]=[N:34][C:29]2[CH:30]=[CH:31][CH:32]=[CH:33][C:28]1=2)=[N+](C)C)C.[B-](F)(F)(F)F.N1C=CC=CC=1C(NN)=O.COC1C=CC(P2(SP(C3C=CC(OC)=CC=3)(=S)S2)=[S:60])=CC=1. (3) Given the product [NH2:1][C:2]1[C:3]([C:13]2[CH:22]=[CH:21][C:16]([C:17]([O:19][CH3:20])=[O:18])=[C:15]([F:23])[CH:14]=2)=[N:4][C:5]([C:8]2[CH:9]=[N:10][N:11]([CH2:31][CH3:32])[CH:12]=2)=[CH:6][N:7]=1, predict the reactants needed to synthesize it. The reactants are: [NH2:1][C:2]1[C:3]([C:13]2[CH:22]=[CH:21][C:16]([C:17]([O:19][CH3:20])=[O:18])=[C:15]([F:23])[CH:14]=2)=[N:4][C:5]([C:8]2[CH:9]=[N:10][NH:11][CH:12]=2)=[CH:6][N:7]=1.C(=O)([O-])[O-].[K+].[K+].Br[CH2:31][CH3:32]. (4) Given the product [CH2:1]([O:3][C:4]([C:5]1[NH:15][C:8]2[C:7]([CH:6]=1)=[CH:12][CH:11]=[C:10]([C:13]#[N:14])[CH:9]=2)=[O:19])[CH3:2], predict the reactants needed to synthesize it. The reactants are: [CH2:1]([O:3][C:4](=[O:19])[C:5](=O)[CH2:6][C:7]1[CH:12]=[CH:11][C:10]([C:13]#[N:14])=[CH:9][C:8]=1[N+:15]([O-])=O)[CH3:2]. (5) Given the product [CH3:18][O:19][C:20]([C:21]1([CH2:23][C:24]([O:26][CH3:27])=[O:25])[O:12][N:11]=[C:10]([C:9]2[CH:13]=[CH:14][C:15]([O:16][CH3:17])=[C:7]([O:6][CH:1]3[CH2:2][CH2:3][CH2:4][CH2:5]3)[CH:8]=2)[CH2:22]1)=[O:28], predict the reactants needed to synthesize it. The reactants are: [CH:1]1([O:6][C:7]2[CH:8]=[C:9]([CH:13]=[CH:14][C:15]=2[O:16][CH3:17])[CH:10]=[N:11][OH:12])[CH2:5][CH2:4][CH2:3][CH2:2]1.[CH3:18][O:19][C:20](=[O:28])[C:21]([CH2:23][C:24]([O:26][CH3:27])=[O:25])=[CH2:22].Cl[O-].[Na+]. (6) Given the product [CH3:10][O:9][C:8]1[CH:7]=[CH:6][C:5]([C:11]2[CH:15]=[C:14]([CH2:16][CH2:17][CH2:18][N:29]3[CH2:30][CH2:31][N:26]([C:20]4[CH:25]=[CH:24][CH:23]=[CH:22][CH:21]=4)[CH2:27][CH2:28]3)[O:13][N:12]=2)=[CH:4][C:3]=1[O:2][CH3:1], predict the reactants needed to synthesize it. The reactants are: [CH3:1][O:2][C:3]1[CH:4]=[C:5]([C:11]2[CH:15]=[C:14]([CH2:16][CH2:17][CH:18]=O)[O:13][N:12]=2)[CH:6]=[CH:7][C:8]=1[O:9][CH3:10].[C:20]1([N:26]2[CH2:31][CH2:30][NH:29][CH2:28][CH2:27]2)[CH:25]=[CH:24][CH:23]=[CH:22][CH:21]=1.[BH-](OC(C)=O)(OC(C)=O)OC(C)=O.[Na+]. (7) Given the product [F:1][C:2]1[CH:7]=[CH:6][C:5]([C:12]2[CH:17]=[N:16][NH:15][C:14](=[O:18])[CH:13]=2)=[CH:4][CH:3]=1, predict the reactants needed to synthesize it. The reactants are: [F:1][C:2]1[CH:7]=[CH:6][C:5](B(O)O)=[CH:4][CH:3]=1.Cl[C:12]1[CH:17]=[N:16][NH:15][C:14](=[O:18])[CH:13]=1.